Task: Predict the reactants needed to synthesize the given product.. Dataset: Full USPTO retrosynthesis dataset with 1.9M reactions from patents (1976-2016) Given the product [Br:8][C:9]1[CH:10]=[N:11][CH:12]=[C:13]([C:15]#[C:16][C:18]2[CH:23]=[CH:22][CH:21]=[C:20]([C:24]([F:27])([F:26])[F:25])[CH:19]=2)[CH:14]=1, predict the reactants needed to synthesize it. The reactants are: C(N(CC)CC)C.[Br:8][C:9]1[CH:10]=[N:11][CH:12]=[C:13]([C:15]#[CH:16])[CH:14]=1.I[C:18]1[CH:23]=[CH:22][CH:21]=[C:20]([C:24]([F:27])([F:26])[F:25])[CH:19]=1.